From a dataset of NCI-60 drug combinations with 297,098 pairs across 59 cell lines. Regression. Given two drug SMILES strings and cell line genomic features, predict the synergy score measuring deviation from expected non-interaction effect. (1) Drug 2: C1=NC2=C(N=C(N=C2N1C3C(C(C(O3)CO)O)F)Cl)N. Synergy scores: CSS=-1.34, Synergy_ZIP=0.925, Synergy_Bliss=0.165, Synergy_Loewe=-1.58, Synergy_HSA=-1.49. Drug 1: CC12CCC3C(C1CCC2O)C(CC4=C3C=CC(=C4)O)CCCCCCCCCS(=O)CCCC(C(F)(F)F)(F)F. Cell line: UACC62. (2) Drug 1: CC1CCC2CC(C(=CC=CC=CC(CC(C(=O)C(C(C(=CC(C(=O)CC(OC(=O)C3CCCCN3C(=O)C(=O)C1(O2)O)C(C)CC4CCC(C(C4)OC)O)C)C)O)OC)C)C)C)OC. Drug 2: CC1C(C(CC(O1)OC2CC(CC3=C2C(=C4C(=C3O)C(=O)C5=C(C4=O)C(=CC=C5)OC)O)(C(=O)CO)O)N)O.Cl. Cell line: SNB-75. Synergy scores: CSS=37.8, Synergy_ZIP=10.2, Synergy_Bliss=10.8, Synergy_Loewe=13.0, Synergy_HSA=12.7.